Dataset: Catalyst prediction with 721,799 reactions and 888 catalyst types from USPTO. Task: Predict which catalyst facilitates the given reaction. (1) The catalyst class is: 385. Reactant: C([Mg]Cl)(C)C.I[C:7]1[CH:14]=[CH:13][C:10]([C:11]#[N:12])=[CH:9][CH:8]=1.[O:15]1[CH2:20][CH2:19][C:18](=[O:21])[CH2:17][CH2:16]1.[Cl-].[NH4+]. Product: [OH:21][C:18]1([C:7]2[CH:14]=[CH:13][C:10]([C:11]#[N:12])=[CH:9][CH:8]=2)[CH2:19][CH2:20][O:15][CH2:16][CH2:17]1. (2) Product: [F:17][C:2]([F:1])([F:16])[CH2:3][O:4][C:5]1[CH:6]=[N:7][C:8]2[C:9](=[O:15])[CH2:10][CH2:11][CH2:12][C:13]=2[CH:14]=1. The catalyst class is: 742. Reactant: [F:1][C:2]([F:17])([F:16])[CH2:3][O:4][C:5]1[CH:6]=[N:7][C:8]2[CH:9]([OH:15])[CH2:10][CH2:11][CH2:12][C:13]=2[CH:14]=1. (3) Reactant: Br[C:2]1[CH:3]=[C:4]2[C:9]([NH:10][C@H:11]3[C@@H:15]([CH3:16])[CH2:14][N:13]([C:17]([C:19]4([C:22]#[N:23])[CH2:21][CH2:20]4)=[O:18])[CH2:12]3)=[C:8]([C:24]([NH2:26])=[O:25])[CH:7]=[N:6][N:5]2[CH:27]=1.C1(C(C#N)C(O)=O)CC1.C(=O)([O-])[O-].[K+].[K+].[CH3:43][C:44]1[CH:45]=[N:46][NH:47][CH:48]=1.CN[C@H]1CCCC[C@@H]1NC. Product: [C:22]([C:19]1([C:17]([N:13]2[CH2:14][C@H:15]([CH3:16])[C@H:11]([NH:10][C:9]3[C:4]4[N:5]([CH:27]=[C:2]([N:46]5[CH:45]=[C:44]([CH3:43])[CH:48]=[N:47]5)[CH:3]=4)[N:6]=[CH:7][C:8]=3[C:24]([NH2:26])=[O:25])[CH2:12]2)=[O:18])[CH2:20][CH2:21]1)#[N:23]. The catalyst class is: 246. (4) Reactant: [CH3:1][C:2]1([NH:11][S:12]([C:15]2[CH:20]=[CH:19][C:18]([O:21][CH2:22][C:23]3[C:32]4[C:27](=[CH:28][CH:29]=[CH:30][CH:31]=4)[N:26]=[C:25]([CH3:33])[CH:24]=3)=[CH:17][CH:16]=2)(=[O:14])=[O:13])[CH2:7][CH2:6][CH2:5][CH2:4][CH:3]1[C:8]([O-:10])=O.F[P-](F)(F)(F)(F)F.[N:41]1([O:50][P+](N(C)C)(N(C)C)N(C)C)C2C=CC=CC=2N=N1.C(N(C(C)C)CC)(C)C.Cl.NO. Product: [OH:50][NH:41][C:8]([CH:3]1[CH2:4][CH2:5][CH2:6][CH2:7][C:2]1([CH3:1])[NH:11][S:12]([C:15]1[CH:16]=[CH:17][C:18]([O:21][CH2:22][C:23]2[C:32]3[C:27](=[CH:28][CH:29]=[CH:30][CH:31]=3)[N:26]=[C:25]([CH3:33])[CH:24]=2)=[CH:19][CH:20]=1)(=[O:13])=[O:14])=[O:10]. The catalyst class is: 3. (5) Reactant: [C:1]([NH:7][NH:8]C(OC(C)(C)C)=O)(=[O:6])[C:2]([CH3:5])([CH3:4])[CH3:3].[ClH:16]. Product: [ClH:16].[C:1]([NH:7][NH2:8])(=[O:6])[C:2]([CH3:5])([CH3:4])[CH3:3]. The catalyst class is: 12.